This data is from Reaction yield outcomes from USPTO patents with 853,638 reactions. The task is: Predict the reaction yield, written as a fraction of the theoretical maximum amount of product (1.0 means a 100% yield; for example, 0.34 means a 34% yield). (1) The reactants are [F:1][C:2]([F:25])([F:24])[C:3]1[CH:8]=[CH:7][C:6]([N:9]2[CH:13]=[CH:12][C:11]([C:14]3[CH:23]=[CH:22][C:17]([C:18]([O:20]C)=[O:19])=[CH:16][CH:15]=3)=[CH:10]2)=[CH:5][CH:4]=1.[OH-].[K+]. The catalyst is CCO.O.O. The product is [F:24][C:2]([F:1])([F:25])[C:3]1[CH:4]=[CH:5][C:6]([N:9]2[CH:13]=[CH:12][C:11]([C:14]3[CH:23]=[CH:22][C:17]([C:18]([OH:20])=[O:19])=[CH:16][CH:15]=3)=[CH:10]2)=[CH:7][CH:8]=1. The yield is 0.842. (2) The reactants are CS[C:3](=[C:6]([C:9]#[N:10])[C:7]#[N:8])SC.[N:11]1([CH:17]2[CH2:22][CH2:21][NH:20][CH2:19][CH2:18]2)[CH2:16][CH2:15][CH2:14][CH2:13][CH2:12]1.[NH2:23][CH2:24][CH2:25][N:26]1[CH2:31][CH2:30][CH2:29][CH2:28][CH2:27]1. The catalyst is C(O)C.[Cl-].[Na+].O. The yield is 0.880. The product is [N:26]1([CH2:25][CH2:24][NH:23][C:3](=[C:6]([C:9]#[N:10])[C:7]#[N:8])[N:20]2[CH2:21][CH2:22][CH:17]([N:11]3[CH2:16][CH2:15][CH2:14][CH2:13][CH2:12]3)[CH2:18][CH2:19]2)[CH2:31][CH2:30][CH2:29][CH2:28][CH2:27]1. (3) The reactants are [CH2:1]([C:8]1(Br)[CH2:20][CH2:19][C:18]2[C:17]3[C:12](=[CH:13][CH:14]=[C:15]([Cl:22])[C:16]=3[Cl:21])[NH:11][C:10]=2[C:9]1=[O:23])[C:2]1[CH:7]=[CH:6][CH:5]=[CH:4][CH:3]=1.[Li+].[Br-]. The catalyst is CN(C=O)C.O. The product is [CH2:1]([C:8]1[CH:20]=[CH:19][C:18]2[C:17]3[C:12](=[CH:13][CH:14]=[C:15]([Cl:22])[C:16]=3[Cl:21])[NH:11][C:10]=2[C:9]=1[OH:23])[C:2]1[CH:3]=[CH:4][CH:5]=[CH:6][CH:7]=1. The yield is 0.560. (4) The reactants are C(OC([N:8]1[CH2:13][CH2:12][CH:11]([N:14]2[CH2:27][C:19]3[C:20]4[CH:21]=[N:22][NH:23][C:24]=4[CH:25]=[CH:26][C:18]=3[CH2:17][C@@H:16]([NH:28][C:29]([O:31][CH2:32][C:33]3[CH:38]=[CH:37][CH:36]=[CH:35][CH:34]=3)=[O:30])[C:15]2=[O:39])[CH2:10][CH2:9]1)=O)(C)(C)C.C1(OC)C=CC=CC=1.[CH3:48][S:49]([OH:52])(=[O:51])=[O:50]. The yield is 1.00. The catalyst is ClCCl.C(OCC)C. The product is [CH3:48][S:49]([OH:52])(=[O:51])=[O:50].[O:39]=[C:15]1[N:14]([CH:11]2[CH2:12][CH2:13][NH:8][CH2:9][CH2:10]2)[CH2:27][C:19]2[C:20]3[CH:21]=[N:22][NH:23][C:24]=3[CH:25]=[CH:26][C:18]=2[CH2:17][C@H:16]1[NH:28][C:29](=[O:30])[O:31][CH2:32][C:33]1[CH:38]=[CH:37][CH:36]=[CH:35][CH:34]=1. (5) The reactants are [NH2:1][C:2]1[CH:3]=[C:4]([C:8]2[C:16]([C:17]3[CH:22]=[CH:21][N:20]=[C:19]([NH:23][C:24]4[CH:29]=[CH:28][CH:27]=[C:26]([O:30][CH2:31][CH2:32][CH2:33][N:34]5[CH2:39][CH2:38][O:37][CH2:36][CH2:35]5)[CH:25]=4)[N:18]=3)=[C:11]3[CH:12]=[CH:13][CH:14]=[CH:15][N:10]3[N:9]=2)[CH:5]=[CH:6][CH:7]=1.[S:40]1[CH:44]=[CH:43][CH:42]=[C:41]1[CH2:45][C:46](Cl)=[O:47]. No catalyst specified. The product is [N:34]1([CH2:33][CH2:32][CH2:31][O:30][C:26]2[CH:25]=[C:24]([NH:23][C:19]3[N:18]=[C:17]([C:16]4[C:8]([C:4]5[CH:3]=[C:2]([NH:1][C:46](=[O:47])[CH2:45][C:41]6[S:40][CH:44]=[CH:43][CH:42]=6)[CH:7]=[CH:6][CH:5]=5)=[N:9][N:10]5[CH:15]=[CH:14][CH:13]=[CH:12][C:11]=45)[CH:22]=[CH:21][N:20]=3)[CH:29]=[CH:28][CH:27]=2)[CH2:39][CH2:38][O:37][CH2:36][CH2:35]1. The yield is 0.370.